From a dataset of Catalyst prediction with 721,799 reactions and 888 catalyst types from USPTO. Predict which catalyst facilitates the given reaction. (1) Reactant: [F:1][C:2]1[CH:7]=[CH:6][C:5]([C:8](=[O:10])[CH3:9])=[C:4]([OH:11])[CH:3]=1.[H-].[Na+].[CH2:14]([O:16]C(=O)OCC)C.Cl. Product: [F:1][C:2]1[CH:3]=[C:4]2[C:5]([C:8]([OH:10])=[CH:9][C:14](=[O:16])[O:11]2)=[CH:6][CH:7]=1. The catalyst class is: 260. (2) Reactant: Br[C:2]1[CH:10]=[CH:9][C:5]2=[N:6][O:7][N:8]=[C:4]2[CH:3]=1.[Cl-].[Li+].[CH2:13]([Sn](CCCC)(CCCC)CCCC)[CH:14]=[CH2:15].C1(C)C=CC=CC=1. Product: [CH2:15]([C:2]1[CH:10]=[CH:9][C:5]2=[N:6][O:7][N:8]=[C:4]2[CH:3]=1)[CH:14]=[CH2:13]. The catalyst class is: 518.